Predict the product of the given reaction. From a dataset of Forward reaction prediction with 1.9M reactions from USPTO patents (1976-2016). (1) Given the reactants CCN=C=NCCCN(C)C.OC(C(F)(F)F)=O.[NH2:19][CH2:20][C:21]([NH:23][CH:24]1[CH2:27][N:26]([CH:28]2[CH2:33][CH2:32][CH:31]([C:34]3[CH:39]=[CH:38][CH:37]=[CH:36][CH:35]=3)[CH2:30][CH2:29]2)[CH2:25]1)=[O:22].[CH3:40][O:41][C:42]1[CH:50]=[CH:49][C:45]([C:46](O)=[O:47])=[CH:44][C:43]=1[C:51]([F:54])([F:53])[F:52], predict the reaction product. The product is: [CH3:40][O:41][C:42]1[CH:50]=[CH:49][C:45]([C:46]([NH:19][CH2:20][C:21](=[O:22])[NH:23][CH:24]2[CH2:27][N:26]([CH:28]3[CH2:33][CH2:32][CH:31]([C:34]4[CH:39]=[CH:38][CH:37]=[CH:36][CH:35]=4)[CH2:30][CH2:29]3)[CH2:25]2)=[O:47])=[CH:44][C:43]=1[C:51]([F:52])([F:53])[F:54]. (2) Given the reactants Cl[C:2]1[CH:7]=[C:6]([O:8][C:9]2[CH:10]=[CH:11][C:12]([N:16]3[C:20](=[O:21])[NH:19][C:18]([C:22]4([CH3:25])[CH2:24][CH2:23]4)=[N:17]3)=[N:13][C:14]=2[CH3:15])[CH:5]=[CH:4][N:3]=1.[CH3:26][N:27]1[CH:31]=[C:30](B2OC(C)(C)C(C)(C)O2)[CH:29]=[N:28]1.C([O-])([O-])=O.[K+].[K+].[NH4+].[Cl-], predict the reaction product. The product is: [CH3:15][C:14]1[N:13]=[C:12]([N:16]2[C:20](=[O:21])[NH:19][C:18]([C:22]3([CH3:25])[CH2:24][CH2:23]3)=[N:17]2)[CH:11]=[CH:10][C:9]=1[O:8][C:6]1[CH:5]=[CH:4][N:3]=[C:2]([C:30]2[CH:29]=[N:28][N:27]([CH3:26])[CH:31]=2)[CH:7]=1.